Task: Predict the reactants needed to synthesize the given product.. Dataset: Full USPTO retrosynthesis dataset with 1.9M reactions from patents (1976-2016) (1) Given the product [CH3:7][O:2][C:1]([C:15]1[CH:23]=[C:22]2[C:18](=[CH:17][C:16]=1[NH2:24])[CH2:19][O:20][CH2:21]2)=[O:4], predict the reactants needed to synthesize it. The reactants are: [C:1](=[O:4])([O-])[O-:2].[K+].[K+].[CH2:7](N(CC)CC)C.I[C:15]1[CH:23]=[C:22]2[C:18]([CH2:19][O:20][CH2:21]2)=[CH:17][C:16]=1[NH2:24].[C]=O. (2) Given the product [Br:1][C:2]1[N:10]2[C:5]([C:6]([S:13][CH3:12])=[N:7][CH:8]=[N:9]2)=[CH:4][CH:3]=1, predict the reactants needed to synthesize it. The reactants are: [Br:1][C:2]1[N:10]2[C:5]([C:6](Cl)=[N:7][CH:8]=[N:9]2)=[CH:4][CH:3]=1.[CH3:12][S:13][Na]. (3) Given the product [Cl:20][C:5]1[C:6]([NH:8][C:9]2[CH:14]=[CH:13][C:12]([N:15]([CH3:17])[CH3:16])=[CH:11][C:10]=2[O:18][CH3:19])=[N:7][C:2]([NH:21][C:22]2[C:42]([O:43][CH3:44])=[CH:41][C:25]3[CH2:26][CH2:27][N:28]([CH2:31][C:32]([N:34]4[CH2:35][CH2:36][N:37]([CH3:40])[CH2:38][CH2:39]4)=[O:33])[CH2:29][CH2:30][C:24]=3[CH:23]=2)=[N:3][CH:4]=1, predict the reactants needed to synthesize it. The reactants are: Cl[C:2]1[N:7]=[C:6]([NH:8][C:9]2[CH:14]=[CH:13][C:12]([N:15]([CH3:17])[CH3:16])=[CH:11][C:10]=2[O:18][CH3:19])[C:5]([Cl:20])=[CH:4][N:3]=1.[NH2:21][C:22]1[C:42]([O:43][CH3:44])=[CH:41][C:25]2[CH2:26][CH2:27][N:28]([CH2:31][C:32]([N:34]3[CH2:39][CH2:38][N:37]([CH3:40])[CH2:36][CH2:35]3)=[O:33])[CH2:29][CH2:30][C:24]=2[CH:23]=1. (4) Given the product [CH3:1][N:2]([CH3:3])[C:38](=[O:39])[CH2:37][CH2:36][C:32]1[N:31]([CH2:30][CH2:29][CH2:28][CH2:27][C:24]2[CH:23]=[CH:22][C:21]([O:20][CH2:19][C:17]3[N:18]=[C:14](/[CH:13]=[CH:12]/[C:9]4[CH:8]=[CH:7][C:6]([C:5]([F:41])([F:4])[F:42])=[CH:11][CH:10]=4)[O:15][CH:16]=3)=[CH:26][CH:25]=2)[CH:35]=[CH:34][N:33]=1, predict the reactants needed to synthesize it. The reactants are: [CH3:1][NH:2][CH3:3].[F:4][C:5]([F:42])([F:41])[C:6]1[CH:11]=[CH:10][C:9](/[CH:12]=[CH:13]/[C:14]2[O:15][CH:16]=[C:17]([CH2:19][O:20][C:21]3[CH:26]=[CH:25][C:24]([CH2:27][CH2:28][CH2:29][CH2:30][N:31]4[CH:35]=[CH:34][N:33]=[C:32]4[CH2:36][CH2:37][C:38](O)=[O:39])=[CH:23][CH:22]=3)[N:18]=2)=[CH:8][CH:7]=1.C(N(CC)CC)C.O. (5) The reactants are: [C:1]([C:3]1[CH:4]=[C:5]([CH:21]=[CH:22][C:23]=1[N+:24]([O-:26])=[O:25])[O:6][C:7]1[CH:12]=[CH:11][C:10]([NH:13]C(=O)OC(C)(C)C)=[CH:9][CH:8]=1)#[N:2]. Given the product [NH2:13][C:10]1[CH:11]=[CH:12][C:7]([O:6][C:5]2[CH:21]=[CH:22][C:23]([N+:24]([O-:26])=[O:25])=[C:3]([CH:4]=2)[C:1]#[N:2])=[CH:8][CH:9]=1, predict the reactants needed to synthesize it. (6) Given the product [C:1]([O:5][C:6](=[O:17])[NH:7][C:8]([CH3:10])([CH3:9])[CH:11]=[O:16])([CH3:4])([CH3:2])[CH3:3], predict the reactants needed to synthesize it. The reactants are: [C:1]([O:5][C:6](=[O:17])[NH:7][C:8]([C:11](=[O:16])NCOC)([CH3:10])[CH3:9])([CH3:4])([CH3:3])[CH3:2].[H-].[Al+3].[Li+].[H-].[H-].[H-].OS([O-])(=O)=O.[K+]. (7) Given the product [CH:14]([C:17]1[CH:22]=[CH:21][CH:20]=[CH:19][C:18]=1[N:1]1[C:9]2[C:4](=[CH:5][CH:6]=[CH:7][CH:8]=2)[C:3]([C:10]([O:12][CH3:13])=[O:11])=[CH:2]1)([CH3:16])[CH3:15], predict the reactants needed to synthesize it. The reactants are: [NH:1]1[C:9]2[C:4](=[CH:5][CH:6]=[CH:7][CH:8]=2)[C:3]([C:10]([O:12][CH3:13])=[O:11])=[CH:2]1.[CH:14]([C:17]1[CH:22]=[CH:21][CH:20]=[CH:19][C:18]=1B(O)O)([CH3:16])[CH3:15].N1C=CC=CC=1.C(N(CC)CC)C.